Predict the reaction yield, written as a fraction of the theoretical maximum amount of product (1.0 means a 100% yield; for example, 0.34 means a 34% yield). From a dataset of Reaction yield outcomes from USPTO patents with 853,638 reactions. (1) The reactants are [CH3:1][O:2][C:3]([NH:5][N:6]=[CH:7][C:8]1[CH:9]=[C:10]2[C:14](=[CH:15][CH:16]=1)[NH:13][CH:12]=[C:11]2[CH2:17][CH2:18][N:19]([CH3:21])[CH3:20])=[O:4]. The catalyst is [Pd].C(O)C. The product is [CH3:1][O:2][C:3]([NH:5][NH:6][CH2:7][C:8]1[CH:9]=[C:10]2[C:14](=[CH:15][CH:16]=1)[NH:13][CH:12]=[C:11]2[CH2:17][CH2:18][N:19]([CH3:21])[CH3:20])=[O:4]. The yield is 0.889. (2) The reactants are [F:1][C:2]1[CH:7]=[C:6]([F:8])[CH:5]=[CH:4][C:3]=1[C:9]1[CH:10]=[C:11]([CH2:20]OS(C)(=O)=O)[C:12](=[O:19])[N:13]([CH2:15][CH:16]([CH3:18])[CH3:17])[N:14]=1.[CH3:26][N:27]1[CH2:32][CH2:31][NH:30][CH2:29][CH2:28]1. The yield is 0.940. No catalyst specified. The product is [F:1][C:2]1[CH:7]=[C:6]([F:8])[CH:5]=[CH:4][C:3]=1[C:9]1[CH:10]=[C:11]([CH2:20][N:30]2[CH2:31][CH2:32][N:27]([CH3:26])[CH2:28][CH2:29]2)[C:12](=[O:19])[N:13]([CH2:15][CH:16]([CH3:18])[CH3:17])[N:14]=1. (3) The reactants are Br[CH2:2][C:3]([C:5]1[CH:10]=[CH:9][C:8]([C:11]#[N:12])=[CH:7][CH:6]=1)=O.[C:13]([NH2:21])(=[O:20])[C:14]1[CH:19]=[CH:18][CH:17]=[CH:16][CH:15]=1. No catalyst specified. The product is [C:14]1([C:13]2[O:20][CH:2]=[C:3]([C:5]3[CH:10]=[CH:9][C:8]([C:11]#[N:12])=[CH:7][CH:6]=3)[N:21]=2)[CH:19]=[CH:18][CH:17]=[CH:16][CH:15]=1. The yield is 0.660. (4) The reactants are [C:1]([O:4][C@@H:5]1[C@@H:9]([O:10][C:11](=[O:13])[CH3:12])[C@H:8]([C:14]2[C:18]3[N:19]=[CH:20][NH:21][C:22](=O)[C:17]=3[NH:16][CH:15]=2)[N:7]([C:24]([O:26][C:27]([CH3:30])([CH3:29])[CH3:28])=[O:25])[C@@H:6]1[CH2:31][O:32][C:33](=[O:35])[CH3:34])(=[O:3])[CH3:2].CN(C)C1C=CC=CC=1.O=P(Cl)(Cl)[Cl:47].C(Cl)(Cl)Cl. The catalyst is C(#N)C.[Cl-].C([N+](CC)(CC)CC)C1C=CC=CC=1.CO. The product is [C:1]([O:4][C@@H:5]1[C@@H:9]([O:10][C:11](=[O:13])[CH3:12])[C@H:8]([C:14]2[C:18]3[N:19]=[CH:20][N:21]=[C:22]([Cl:47])[C:17]=3[NH:16][CH:15]=2)[N:7]([C:24]([O:26][C:27]([CH3:30])([CH3:29])[CH3:28])=[O:25])[C@@H:6]1[CH2:31][O:32][C:33](=[O:35])[CH3:34])(=[O:3])[CH3:2]. The yield is 0.420. (5) The reactants are Cl.[NH2:2][C:3]1[C:12]2[C:7](=[CH:8][CH:9]=[CH:10][CH:11]=2)[C:6]([OH:13])=[CH:5][CH:4]=1.Cl.Cl[C:16]1[CH:21]=[CH:20][N:19]=[CH:18][CH:17]=1.CC(C)([O-])C.[K+]. The catalyst is CN1C(=O)CCC1.O.ClCCl. The product is [NH2:2][C:3]1[C:12]2[C:7](=[CH:8][CH:9]=[CH:10][CH:11]=2)[C:6]([O:13][C:16]2[CH:21]=[CH:20][N:19]=[CH:18][CH:17]=2)=[CH:5][CH:4]=1. The yield is 0.160.